From a dataset of Peptide-MHC class I binding affinity with 185,985 pairs from IEDB/IMGT. Regression. Given a peptide amino acid sequence and an MHC pseudo amino acid sequence, predict their binding affinity value. This is MHC class I binding data. The peptide sequence is AVPQVLGGL. The MHC is HLA-A02:03 with pseudo-sequence HLA-A02:03. The binding affinity (normalized) is 0.0847.